From a dataset of Forward reaction prediction with 1.9M reactions from USPTO patents (1976-2016). Predict the product of the given reaction. Given the reactants [Cl:1][C:2]1[N:10](CC=C)[C:9]2[C:8](=[O:14])[NH:7][C:6](=[O:15])[N:5]([CH2:16][C:17]([F:20])([F:19])[F:18])[C:4]=2[N:3]=1.C(=O)([O-])[O-].[Cs+].[Cs+].I[CH2:28][CH3:29].N1CCOCC1, predict the reaction product. The product is: [Cl:1][C:2]1[NH:10][C:9]2[C:8](=[O:14])[N:7]([CH2:28][CH3:29])[C:6](=[O:15])[N:5]([CH2:16][C:17]([F:18])([F:19])[F:20])[C:4]=2[N:3]=1.